This data is from Full USPTO retrosynthesis dataset with 1.9M reactions from patents (1976-2016). The task is: Predict the reactants needed to synthesize the given product. Given the product [C:28]([O:32][C@@H:33]([C:38]1[C:39]([C:6]2[CH:5]=[CH:4][C:3]([CH:2]([F:1])[F:18])=[CH:8][CH:7]=2)=[C:40]2[C:47]3[CH2:48][CH2:49][CH2:50][CH2:51][C:46]=3[S:45][C:41]2=[N:42][C:43]=1[CH3:44])[C:34]([O:36][CH3:37])=[O:35])([CH3:31])([CH3:29])[CH3:30], predict the reactants needed to synthesize it. The reactants are: [F:1][CH:2]([F:18])[C:3]1[CH:8]=[CH:7][C:6](B2OC(C)(C)C(C)(C)O2)=[CH:5][CH:4]=1.P([O-])([O-])([O-])=O.[K+].[K+].[K+].O.[C:28]([O:32][C@@H:33]([C:38]1[C:39](I)=[C:40]2[C:47]3[CH2:48][CH2:49][CH2:50][CH2:51][C:46]=3[S:45][C:41]2=[N:42][C:43]=1[CH3:44])[C:34]([O:36][CH3:37])=[O:35])([CH3:31])([CH3:30])[CH3:29].